This data is from Full USPTO retrosynthesis dataset with 1.9M reactions from patents (1976-2016). The task is: Predict the reactants needed to synthesize the given product. Given the product [CH3:1][O:2][C:3]1[C:4]([CH3:17])=[C:5]([CH:6]([C:28]2[CH:29]=[CH:30][CH:31]=[C:26]([O:25][CH2:18][C:19]3[CH:24]=[CH:23][CH:22]=[CH:21][CH:20]=3)[CH:27]=2)[OH:7])[C:8]([O:15][CH3:16])=[C:9]([O:13][CH3:14])[C:10]=1[O:11][CH3:12], predict the reactants needed to synthesize it. The reactants are: [CH3:1][O:2][C:3]1[C:4]([CH3:17])=[C:5]([C:8]([O:15][CH3:16])=[C:9]([O:13][CH3:14])[C:10]=1[O:11][CH3:12])[CH:6]=[O:7].[CH2:18]([O:25][C:26]1[CH:27]=[C:28](Br)[CH:29]=[CH:30][CH:31]=1)[C:19]1[CH:24]=[CH:23][CH:22]=[CH:21][CH:20]=1.[Mg].[Cl-].[NH4+].